This data is from HIV replication inhibition screening data with 41,000+ compounds from the AIDS Antiviral Screen. The task is: Binary Classification. Given a drug SMILES string, predict its activity (active/inactive) in a high-throughput screening assay against a specified biological target. (1) The compound is CCCCC=C(CCCNCCc1ccccc1)[Si](C)(C)C. The result is 0 (inactive). (2) The drug is Cc1cc(C)c(C#N)c(SC(=S)NC(=O)c2ccccc2)n1. The result is 0 (inactive). (3) The compound is Cc1cc(S(=O)(=O)Nc2nc(=N)n(-c3cnc4ccccc4n3)[nH]2)c(S)cc1Cl. The result is 0 (inactive). (4) The compound is O=S1(=O)CC(O)C(O)CS1. The result is 1 (active). (5) The result is 0 (inactive). The molecule is NCCCc1c(O)nc(N)nc1-c1ccccc1. (6) The molecule is CN(N=Cc1cccc2cccnc12)c1ccc([N+](=O)[O-])cc1[N+](=O)[O-]. The result is 0 (inactive). (7) The compound is CC1OC(OC2C(O)COC(OC3C(C)OC(OC4C(OC(=O)C56CCC(C)(C)CC5C5=CCC7C8(C)CC(O)C(OC9OC(CO)C(O)C(OC%10OC(CO)C(O)C(O)C%10O)C9O)C(C)(CO)C8CCC7(C)C5(C)CC6)OCC(O)C4O)C(O)C3OC3OCC(O)(CO)C3O)C2O)C(O)C(O)C1O. The result is 1 (active).